From a dataset of Full USPTO retrosynthesis dataset with 1.9M reactions from patents (1976-2016). Predict the reactants needed to synthesize the given product. The reactants are: [CH3:1][C:2]1[CH:7]=[C:6]([C:8](=O)[CH2:9][CH:10]([C:18]2[CH:23]=[CH:22][C:21]([CH2:24][C:25]([OH:27])=[O:26])=[CH:20][CH:19]=2)[C:11]2[CH:16]=[CH:15][CH:14]=[CH:13][C:12]=2[CH3:17])[CH:5]=[CH:4][N:3]=1.Cl.[NH2:30][OH:31].C([O-])(O)=O.[Na+]. Given the product [OH:31][N:30]=[C:8]([C:6]1[CH:5]=[CH:4][N:3]=[C:2]([CH3:1])[CH:7]=1)[CH2:9][CH:10]([C:18]1[CH:23]=[CH:22][C:21]([CH2:24][C:25]([OH:27])=[O:26])=[CH:20][CH:19]=1)[C:11]1[CH:16]=[CH:15][CH:14]=[CH:13][C:12]=1[CH3:17], predict the reactants needed to synthesize it.